This data is from Catalyst prediction with 721,799 reactions and 888 catalyst types from USPTO. The task is: Predict which catalyst facilitates the given reaction. (1) Reactant: [NH2:1][C:2]1[C:7]([C:8]2[CH:13]=[CH:12][C:11]([NH:14][C:15]([NH:17][C:18]3[CH:23]=[C:22]([CH3:24])[CH:21]=[CH:20][C:19]=3[F:25])=[O:16])=[CH:10][CH:9]=2)=[CH:6][C:5]([B:26]2[O:30]C(C)(C)C(C)(C)[O:27]2)=[CH:4][N:3]=1.Cl.C(=O)(O)[O-].[Na+]. Product: [NH2:1][C:2]1[N:3]=[CH:4][C:5]([B:26]([OH:27])[OH:30])=[CH:6][C:7]=1[C:8]1[CH:13]=[CH:12][C:11]([NH:14][C:15]([NH:17][C:18]2[CH:23]=[C:22]([CH3:24])[CH:21]=[CH:20][C:19]=2[F:25])=[O:16])=[CH:10][CH:9]=1. The catalyst class is: 7. (2) Reactant: [Cl:1][C:2]1[CH:7]=[CH:6][C:5]([O:8][C:9]2[CH:14]=[CH:13][C:12]([CH2:15][NH:16][C:17]([NH2:19])=[NH:18])=[CH:11][CH:10]=2)=[CH:4][C:3]=1[C:20]([F:23])([F:22])[F:21].[OH:24]/[CH:25]=[C:26](/[CH2:31][C:32]1[CH:33]=[N:34][CH:35]=[N:36][CH:37]=1)\[C:27](OC)=O.[C:38]([O-:41])([O-])=[O:39].[Cs+].[Cs+]. Product: [F:21][C:20]([F:23])([F:22])[C:38]([OH:41])=[O:39].[Cl:1][C:2]1[CH:7]=[CH:6][C:5]([O:8][C:9]2[CH:14]=[CH:13][C:12]([CH2:15][NH:16][C:17]3[NH:19][CH:27]=[C:26]([CH2:31][C:32]4[CH:37]=[N:36][CH:35]=[N:34][CH:33]=4)[C:25](=[O:24])[N:18]=3)=[CH:11][CH:10]=2)=[CH:4][C:3]=1[C:20]([F:21])([F:22])[F:23]. The catalyst class is: 37.